Dataset: Peptide-MHC class I binding affinity with 185,985 pairs from IEDB/IMGT. Task: Regression. Given a peptide amino acid sequence and an MHC pseudo amino acid sequence, predict their binding affinity value. This is MHC class I binding data. (1) The peptide sequence is KMDNGTLEF. The MHC is HLA-A02:01 with pseudo-sequence HLA-A02:01. The binding affinity (normalized) is 0.191. (2) The peptide sequence is YLYDETQDV. The MHC is HLA-C07:01 with pseudo-sequence HLA-C07:01. The binding affinity (normalized) is 0.657. (3) The MHC is HLA-A02:06 with pseudo-sequence HLA-A02:06. The peptide sequence is LLPLTSLVIT. The binding affinity (normalized) is 0.318. (4) The peptide sequence is MPRLSRNAA. The MHC is HLA-A11:01 with pseudo-sequence HLA-A11:01. The binding affinity (normalized) is 0.0847. (5) The peptide sequence is FCTGYLQL. The MHC is HLA-A02:06 with pseudo-sequence HLA-A02:06. The binding affinity (normalized) is 0.105. (6) The peptide sequence is KSDGTGTIY. The MHC is HLA-A03:01 with pseudo-sequence HLA-A03:01. The binding affinity (normalized) is 0.113. (7) The peptide sequence is ELVNQIIEQL. The MHC is HLA-A23:01 with pseudo-sequence HLA-A23:01. The binding affinity (normalized) is 0. (8) The MHC is HLA-A30:01 with pseudo-sequence HLA-A30:01. The binding affinity (normalized) is 0.0847. The peptide sequence is IVKQGRDAL. (9) The peptide sequence is NLKSLYNTVC. The MHC is Mamu-B03 with pseudo-sequence Mamu-B03. The binding affinity (normalized) is 0. (10) The peptide sequence is TSVGVNMCTL. The MHC is HLA-A68:02 with pseudo-sequence HLA-A68:02. The binding affinity (normalized) is 0.665.